This data is from Catalyst prediction with 721,799 reactions and 888 catalyst types from USPTO. The task is: Predict which catalyst facilitates the given reaction. (1) Reactant: [Cl:1][C:2]1[CH:9]=[C:6]([CH:7]=O)[C:5]([OH:10])=[CH:4][CH:3]=1.C(OP([CH2:19][C:20]1[CH:25]=[CH:24][CH:23]=[CH:22][C:21]=1[Br:26])(=O)OCC)C.CC(C)([O-])C.[K+].Cl. Product: [Br:26][C:21]1[CH:22]=[CH:23][CH:24]=[CH:25][C:20]=1/[CH:19]=[CH:7]/[C:6]1[CH:9]=[C:2]([Cl:1])[CH:3]=[CH:4][C:5]=1[OH:10]. The catalyst class is: 30. (2) Reactant: C([O:3][C:4]([C:6]1([NH:15][C:16]([C@@H:18]2[C:27]3[C:22](=[CH:23][CH:24]=[CH:25][CH:26]=3)[CH2:21][CH2:20][CH2:19]2)=[O:17])[CH2:14][C:13]2[C:8](=[CH:9][CH:10]=[CH:11][CH:12]=2)[CH2:7]1)=[O:5])C.[OH-].[K+].O. Product: [C@@H:18]1([C:16]([NH:15][C:6]2([C:4]([OH:5])=[O:3])[CH2:14][C:13]3[C:8](=[CH:9][CH:10]=[CH:11][CH:12]=3)[CH2:7]2)=[O:17])[C:27]2[C:22](=[CH:23][CH:24]=[CH:25][CH:26]=2)[CH2:21][CH2:20][CH2:19]1. The catalyst class is: 14. (3) Reactant: [OH:1][C@@H:2]([CH2:18][N:19]([C:24]1[CH:29]=[CH:28][C:27]([O:30][CH2:31][CH2:32][CH:33]([C:36]#[N:37])[CH2:34][CH3:35])=[CH:26][CH:25]=1)[CH2:20][CH:21]([CH3:23])[CH3:22])[CH2:3][O:4][C:5]1[C:17]2[C:16]3[C:11](=[CH:12][CH:13]=[CH:14][CH:15]=3)[NH:10][C:9]=2[CH:8]=[CH:7][CH:6]=1.C(=O)([O-])[O-:39].[K+].[K+].OO. Product: [OH:1][C@@H:2]([CH2:18][N:19]([C:24]1[CH:25]=[CH:26][C:27]([O:30][CH2:31][CH2:32][CH:33]([C:36](=[O:39])[NH2:37])[CH2:34][CH3:35])=[CH:28][CH:29]=1)[CH2:20][CH:21]([CH3:23])[CH3:22])[CH2:3][O:4][C:5]1[C:17]2[C:16]3[C:11](=[CH:12][CH:13]=[CH:14][CH:15]=3)[NH:10][C:9]=2[CH:8]=[CH:7][CH:6]=1. The catalyst class is: 16. (4) Reactant: [CH3:1][O:2][C:3]1[CH:4]=[C:5]2[C:10](=[CH:11][CH:12]=1)[CH:9]=[C:8]([CH2:13][CH2:14][CH2:15][C:16]1[O:20][N:19]=[C:18]([C:21]([O:23]CC)=[O:22])[CH:17]=1)[CH:7]=[CH:6]2.[OH-].[K+].O. Product: [CH3:1][O:2][C:3]1[CH:4]=[C:5]2[C:10](=[CH:11][CH:12]=1)[CH:9]=[C:8]([CH2:13][CH2:14][CH2:15][C:16]1[O:20][N:19]=[C:18]([C:21]([OH:23])=[O:22])[CH:17]=1)[CH:7]=[CH:6]2. The catalyst class is: 8. (5) Reactant: C([O:4][C:5]1[C:6]([CH:21]([CH3:23])[CH3:22])=[CH:7][C:8]2[O:12][C:11]([CH2:15][CH3:16])([CH2:13][CH3:14])[CH2:10][C:9]=2[C:17]=1[CH:18]([CH3:20])[CH3:19])(=O)C.[H-].[Al+3].[Li+].[H-].[H-].[H-]. Product: [CH2:15]([C:11]1([CH2:13][CH3:14])[CH2:10][C:9]2[C:17]([CH:18]([CH3:20])[CH3:19])=[C:5]([OH:4])[C:6]([CH:21]([CH3:23])[CH3:22])=[CH:7][C:8]=2[O:12]1)[CH3:16]. The catalyst class is: 7. (6) Reactant: [CH3:1][C:2]1[C:6]([N+:7]([O-])=O)=[CH:5][N:4]([CH2:10][C:11]#[N:12])[N:3]=1.[NH4+].[Cl-]. Product: [NH2:7][C:6]1[C:2]([CH3:1])=[N:3][N:4]([CH2:10][C:11]#[N:12])[CH:5]=1. The catalyst class is: 406. (7) Product: [Br:39][CH2:38][C:37]([C:33]1[CH:32]=[C:31]([C:30]2[CH2:29][C:28](=[O:45])[NH:21][C:9]3[CH:10]=[C:11]([C:17]([F:18])([F:19])[F:20])[C:12]([N:14]([CH3:16])[CH3:15])=[CH:13][C:8]=3[N:7]=2)[CH:36]=[CH:35][CH:34]=1)=[O:42]. The catalyst class is: 11. Reactant: C(OC(=O)[NH:7][C:8]1[CH:13]=[C:12]([N:14]([CH3:16])[CH3:15])[C:11]([C:17]([F:20])([F:19])[F:18])=[CH:10][C:9]=1[NH2:21])(C)(C)C.C(O[C:28](=[O:45])[CH2:29][C:30](=O)[C:31]1[CH:36]=[CH:35][CH:34]=[C:33]([C:37]([O:42]C)(OC)[CH2:38][Br:39])[CH:32]=1)(C)(C)C. (8) Reactant: COC(=O)[C@H]([O:11][C:12]1[C:13](=[O:45])[N:14]([C:38]2[N:39]=[N:40][C:41]([CH3:44])=[CH:42][CH:43]=2)[C@@H:15]([C:28]2[CH:33]=[CH:32][C:31]([C:34]([F:37])([F:36])[CH3:35])=[CH:30][CH:29]=2)[C:16]=1[C:17](=[O:27])[C:18]1[CH:23]=[CH:22][C:21]([CH:24]([CH3:26])[CH3:25])=[CH:20][CH:19]=1)C1C=CC=CC=1. Product: [F:37][C:34]([C:31]1[CH:30]=[CH:29][C:28]([C@@H:15]2[N:14]([C:38]3[N:39]=[N:40][C:41]([CH3:44])=[CH:42][CH:43]=3)[C:13](=[O:45])[C:12]([OH:11])=[C:16]2[C:17](=[O:27])[C:18]2[CH:19]=[CH:20][C:21]([CH:24]([CH3:25])[CH3:26])=[CH:22][CH:23]=2)=[CH:33][CH:32]=1)([F:36])[CH3:35]. The catalyst class is: 16.